Dataset: Full USPTO retrosynthesis dataset with 1.9M reactions from patents (1976-2016). Task: Predict the reactants needed to synthesize the given product. (1) The reactants are: Br[CH2:2][C:3]#[N:4].C(=O)([O-])[O-].[K+].[K+].[NH2:11][C:12]1[CH:13]=[C:14]([C:24](=[O:26])[CH3:25])[CH:15]=[C:16]([C:20]([CH3:23])([CH3:22])[CH3:21])[C:17]=1[O:18][CH3:19].C(OCC)(=O)C. Given the product [C:24]([C:14]1[CH:15]=[C:16]([C:20]([CH3:21])([CH3:22])[CH3:23])[C:17]([O:18][CH3:19])=[C:12]([CH:13]=1)[NH:11][CH2:2][C:3]#[N:4])(=[O:26])[CH3:25], predict the reactants needed to synthesize it. (2) Given the product [Br:13][C:8]1[CH:7]=[C:3]([CH:2]=[C:10]([O:11][CH3:12])[CH:9]=1)[C:4]([OH:6])=[O:5], predict the reactants needed to synthesize it. The reactants are: N[C:2]1[C:10]([O:11][CH3:12])=[CH:9][C:8]([Br:13])=[CH:7][C:3]=1[C:4]([OH:6])=[O:5].Cl.N([O-])=O.[Na+].O[PH2]=O. (3) Given the product [ClH:3].[Cl:3][CH2:6][CH2:7][S:8][C:9]1[N:10]([CH3:14])[CH:11]=[CH:12][N:13]=1, predict the reactants needed to synthesize it. The reactants are: S(Cl)([Cl:3])=O.O[CH2:6][CH2:7][S:8][C:9]1[N:10]([CH3:14])[CH:11]=[CH:12][N:13]=1.